This data is from Reaction yield outcomes from USPTO patents with 853,638 reactions. The task is: Predict the reaction yield, written as a fraction of the theoretical maximum amount of product (1.0 means a 100% yield; for example, 0.34 means a 34% yield). (1) The reactants are [NH2:1][C:2]1[N:26]=[C:5]2[CH:6]=[CH:7][C:8]([O:10][C:11]3[CH:12]=[CH:13][C:14]([CH3:25])=[C:15]([NH:17][C:18](=[O:24])[O:19][C:20]([CH3:23])([CH3:22])[CH3:21])[CH:16]=3)=[CH:9][N:4]2[N:3]=1.[CH:27]1([C:30](Cl)=[O:31])[CH2:29][CH2:28]1. The catalyst is CN(C)C(=O)C.C(=O)([O-])O.[Na+]. The product is [CH:27]1([C:30]([NH:1][C:2]2[N:26]=[C:5]3[CH:6]=[CH:7][C:8]([O:10][C:11]4[CH:12]=[CH:13][C:14]([CH3:25])=[C:15]([NH:17][C:18](=[O:24])[O:19][C:20]([CH3:21])([CH3:22])[CH3:23])[CH:16]=4)=[CH:9][N:4]3[N:3]=2)=[O:31])[CH2:29][CH2:28]1. The yield is 0.970. (2) The reactants are [CH3:1][C:2]1[NH:20][C:5]2=[C:6]([N:10]3[CH2:19][CH2:18][C:17]4[C:12](=[CH:13][CH:14]=[CH:15][CH:16]=4)[CH2:11]3)[N:7]=[CH:8][CH:9]=[C:4]2[C:3]=1[S:21][CH3:22].[ClH:23]. The catalyst is C(OCC)(=O)C. The product is [ClH:23].[CH3:1][C:2]1[NH:20][C:5]2=[C:6]([N:10]3[CH2:19][CH2:18][C:17]4[C:12](=[CH:13][CH:14]=[CH:15][CH:16]=4)[CH2:11]3)[N:7]=[CH:8][CH:9]=[C:4]2[C:3]=1[S:21][CH3:22]. The yield is 0.540. (3) The reactants are C(O)(C(F)(F)F)=O.[F:8][C:9]1[CH:10]=[C:11]([NH:20][C:21]([C@@H:23]2[N:32]([C:33]([C@H:35]3[CH2:38][C@H:37]([CH2:39][C:40]([O:42]C(C)(C)C)=[O:41])[CH2:36]3)=[O:34])[CH2:31][CH2:30][C:29]3[N:28]=[C:27]([O:47][CH3:48])[CH:26]=[CH:25][C:24]2=3)=[O:22])[CH:12]=[C:13]2[C:17]=1[C:16]([CH3:19])([CH3:18])[CH2:15][CH2:14]2. No catalyst specified. The product is [F:8][C:9]1[CH:10]=[C:11]([NH:20][C:21]([C@@H:23]2[N:32]([C:33]([C@H:35]3[CH2:38][C@H:37]([CH2:39][C:40]([OH:42])=[O:41])[CH2:36]3)=[O:34])[CH2:31][CH2:30][C:29]3[N:28]=[C:27]([O:47][CH3:48])[CH:26]=[CH:25][C:24]2=3)=[O:22])[CH:12]=[C:13]2[C:17]=1[C:16]([CH3:19])([CH3:18])[CH2:15][CH2:14]2. The yield is 0.840. (4) The reactants are CC1(C)C(C)(C)OB([C:9]2[CH2:10][CH2:11][N:12]([C:15]([O:17][C:18]([CH3:21])([CH3:20])[CH3:19])=[O:16])[CH2:13][CH:14]=2)O1.Br[C:24]1[CH:25]=[CH:26][C:27]([CH2:30][N:31]2[C:39]3[C:34](=[CH:35][C:36]([S:40]([CH3:43])(=[O:42])=[O:41])=[CH:37][CH:38]=3)[CH:33]=[CH:32]2)=[N:28][CH:29]=1. No catalyst specified. The product is [CH3:43][S:40]([C:36]1[CH:35]=[C:34]2[C:39](=[CH:38][CH:37]=1)[N:31]([CH2:30][C:27]1[CH:26]=[CH:25][C:24]([C:9]3[CH2:10][CH2:11][N:12]([C:15]([O:17][C:18]([CH3:19])([CH3:20])[CH3:21])=[O:16])[CH2:13][CH:14]=3)=[CH:29][N:28]=1)[CH:32]=[CH:33]2)(=[O:41])=[O:42]. The yield is 1.00.